The task is: Predict which catalyst facilitates the given reaction.. This data is from Catalyst prediction with 721,799 reactions and 888 catalyst types from USPTO. (1) Reactant: [Cl:1][C:2]1[CH:11]=[CH:10][C:9]2[C:4](=[CH:5][C:6](I)=[CH:7][N:8]=2)[N:3]=1.[N:13]1([C:19]([O:21][C:22]([CH3:25])([CH3:24])[CH3:23])=[O:20])[CH2:18][CH2:17][NH:16][CH2:15][CH2:14]1.C(=O)([O-])[O-].[Cs+].[Cs+].CC1(C)C2C(=C(P(C3C=CC=CC=3)C3C=CC=CC=3)C=CC=2)OC2C(P(C3C=CC=CC=3)C3C=CC=CC=3)=CC=CC1=2. Product: [Cl:1][C:2]1[N:3]=[C:4]2[C:9](=[CH:10][CH:11]=1)[N:8]=[CH:7][C:6]([N:16]1[CH2:15][CH2:14][N:13]([C:19]([O:21][C:22]([CH3:25])([CH3:24])[CH3:23])=[O:20])[CH2:18][CH2:17]1)=[CH:5]2. The catalyst class is: 38. (2) Reactant: [C:1]([O:5][C:6](=[O:16])[NH:7][CH2:8][C:9]1[CH:10]=[N:11][C:12]([Cl:15])=[CH:13][CH:14]=1)([CH3:4])([CH3:3])[CH3:2].C([Li])(C)(C)C.[B:22](OC(C)C)([O:27]C(C)C)[O:23]C(C)C. Product: [C:1]([O:5][C:6]([NH:7][CH2:8][C:9]1[C:14]([B:22]([OH:27])[OH:23])=[CH:13][C:12]([Cl:15])=[N:11][CH:10]=1)=[O:16])([CH3:4])([CH3:2])[CH3:3]. The catalyst class is: 7.